Dataset: Catalyst prediction with 721,799 reactions and 888 catalyst types from USPTO. Task: Predict which catalyst facilitates the given reaction. Reactant: Cl[C:2]1[CH:7]=[C:6]([O:8][CH2:9][C:10]#[C:11][CH3:12])[N:5]=[CH:4][N:3]=1.C(=O)([O-])[O-].[K+].[K+].[F:19][C:20]1[CH:25]=[C:24]([F:26])[CH:23]=[CH:22][C:21]=1O.[Cl-].[NH4+]. Product: [CH2:9]([O:8][C:6]1[CH:7]=[C:2]([C:23]2[CH:22]=[CH:21][C:20]([F:19])=[CH:25][C:24]=2[F:26])[N:3]=[CH:4][N:5]=1)[C:10]#[C:11][CH3:12]. The catalyst class is: 9.